Dataset: Full USPTO retrosynthesis dataset with 1.9M reactions from patents (1976-2016). Task: Predict the reactants needed to synthesize the given product. (1) Given the product [CH3:31][O:30][C:10]1[CH:11]=[CH:12][C:13]2[C:19]3[C:20]([O:28][CH3:29])=[C:21]([O:26][CH3:27])[C:22]([O:24][CH3:25])=[CH:23][C:18]=3[CH2:17][O:16][CH2:15][C:14]=2[C:9]=1[NH2:8], predict the reactants needed to synthesize it. The reactants are: C1(C[NH:8][C:9]2[C:14]3[CH2:15][O:16][CH2:17][C:18]4[CH:23]=[C:22]([O:24][CH3:25])[C:21]([O:26][CH3:27])=[C:20]([O:28][CH3:29])[C:19]=4[C:13]=3[CH:12]=[CH:11][C:10]=2[O:30][CH3:31])C=CC=CC=1. (2) Given the product [Si:32]([O:5][CH2:4][C@@H:3]([NH2:2])[CH2:6][NH:7][CH2:8][C:9]12[CH2:18][CH:13]3[CH2:12][CH:11]([CH2:17][CH:15]([CH2:14]3)[CH2:16]1)[CH2:10]2)([C:29]([CH3:31])([CH3:30])[CH3:28])([C:39]1[CH:40]=[CH:41][CH:42]=[CH:43][CH:44]=1)[C:33]1[CH:38]=[CH:37][CH:36]=[CH:35][CH:34]=1, predict the reactants needed to synthesize it. The reactants are: Cl.[NH2:2][C@@H:3]([CH2:6][NH:7][CH2:8][C:9]12[CH2:18][CH:13]3[CH2:14][CH:15]([CH2:17][CH:11]([CH2:12]3)[CH2:10]1)[CH2:16]2)[CH2:4][OH:5].CCN(C(C)C)C(C)C.[CH3:28][C:29]([Si:32](Cl)([C:39]1[CH:44]=[CH:43][CH:42]=[CH:41][CH:40]=1)[C:33]1[CH:38]=[CH:37][CH:36]=[CH:35][CH:34]=1)([CH3:31])[CH3:30]. (3) Given the product [CH:55]([C:49]1[CH:50]=[CH:51][C:52]([CH3:54])=[CH:53][C:48]=1[N:41]1[C:40](=[O:58])[CH2:39][S:43]/[C:42]/1=[N:44]\[C:45]([NH:27][CH:22]1[CH2:23][CH2:24][CH2:25][CH2:26][CH:21]1[C:18]1[CH:19]=[CH:20][C:15]([C:12]2[N:13]=[CH:14][N:10]([C:7]3[CH:6]=[CH:5][C:4]([O:3][C:2]([F:1])([F:28])[F:29])=[CH:9][CH:8]=3)[N:11]=2)=[CH:16][CH:17]=1)=[O:46])([CH3:57])[CH3:56], predict the reactants needed to synthesize it. The reactants are: [F:1][C:2]([F:29])([F:28])[O:3][C:4]1[CH:9]=[CH:8][C:7]([N:10]2[CH:14]=[N:13][C:12]([C:15]3[CH:20]=[CH:19][C:18]([CH:21]4[CH2:26][CH2:25][CH2:24][CH2:23][CH:22]4[NH2:27])=[CH:17][CH:16]=3)=[N:11]2)=[CH:6][CH:5]=1.[N+](C1C=CC([CH:39]2[S:43]/[C:42](=[N:44]\[C:45](=O)[O-:46])/[N:41]([C:48]3[CH:53]=[C:52]([CH3:54])[CH:51]=[CH:50][C:49]=3[CH:55]([CH3:57])[CH3:56])[C:40]2=[O:58])=CC=1)([O-])=O.C(=O)([O-])[O-].[Cs+].[Cs+].